This data is from Reaction yield outcomes from USPTO patents with 853,638 reactions. The task is: Predict the reaction yield, written as a fraction of the theoretical maximum amount of product (1.0 means a 100% yield; for example, 0.34 means a 34% yield). (1) The reactants are [CH2:1]([O:8][C:9]1[C:23]([O:24][CH3:25])=[CH:22][C:12]([C:13]([N:15]2[CH2:19][CH2:18][CH2:17][C@H:16]2[CH:20]=O)=[O:14])=[C:11]([N+:26]([O-])=O)[CH:10]=1)[C:2]1[CH:7]=[CH:6][CH:5]=[CH:4][CH:3]=1.O.[O-]S(S([O-])=O)=O.[Na+].[Na+]. The catalyst is O1CCOCC1. The product is [CH2:1]([O:8][C:9]1[C:23]([O:24][CH3:25])=[CH:22][C:12]2[C:13](=[O:14])[N:15]3[CH2:19][CH2:18][CH2:17][C@H:16]3[CH:20]=[N:26][C:11]=2[CH:10]=1)[C:2]1[CH:3]=[CH:4][CH:5]=[CH:6][CH:7]=1. The yield is 0.710. (2) The reactants are Br.[Br:2][C:3]1[CH:4]=[C:5](Br)[C:6]2[N:7]([CH:9]=[C:10]([C:12]([O:14][CH2:15][CH3:16])=[O:13])[N:11]=2)[CH:8]=1.[C:18]1(B(O)O)[CH:23]=[CH:22][CH:21]=[CH:20][CH:19]=1.[O-]P([O-])([O-])=O.[K+].[K+].[K+].C(OCC)(=O)C. The catalyst is C1(C)C=CC=CC=1.C(O)C.C1C=CC([P]([Pd]([P](C2C=CC=CC=2)(C2C=CC=CC=2)C2C=CC=CC=2)([P](C2C=CC=CC=2)(C2C=CC=CC=2)C2C=CC=CC=2)[P](C2C=CC=CC=2)(C2C=CC=CC=2)C2C=CC=CC=2)(C2C=CC=CC=2)C2C=CC=CC=2)=CC=1. The product is [Br:2][C:3]1[CH:4]=[C:5]([C:18]2[CH:23]=[CH:22][CH:21]=[CH:20][CH:19]=2)[C:6]2[N:7]([CH:9]=[C:10]([C:12]([O:14][CH2:15][CH3:16])=[O:13])[N:11]=2)[CH:8]=1. The yield is 0.580. (3) The reactants are [CH:1]([N:5]1[CH:13]=[N:12][C:11]2[C:6]1=[N:7][C:8]([N:21]1[CH2:26][CH2:25][O:24][CH2:23][CH2:22]1)=[N:9][C:10]=2[C:14]1[N:15]=[CH:16][C:17]([NH2:20])=[N:18][CH:19]=1)([CH2:3][CH3:4])[CH3:2].[Br:27]N1C(=O)CCC1=O. The yield is 0.240. The catalyst is C(Cl)(Cl)Cl. The product is [Br:27][C:13]1[N:5]([CH:1]([CH2:3][CH3:4])[CH3:2])[C:6]2[C:11]([N:12]=1)=[C:10]([C:14]1[N:15]=[CH:16][C:17]([NH2:20])=[N:18][CH:19]=1)[N:9]=[C:8]([N:21]1[CH2:26][CH2:25][O:24][CH2:23][CH2:22]1)[N:7]=2. (4) The reactants are [N:1]([CH2:4][CH2:5][CH2:6][NH2:7])=[N+:2]=[N-:3].CCN(CC)CC.[C:15]1(=[O:21])[O:20][C:18](=[O:19])[CH2:17][CH2:16]1. The catalyst is CC(C)=O. The product is [N:1]([CH2:4][CH2:5][CH2:6][NH:7][C:15]([CH2:16][CH2:17][C:18]([OH:20])=[O:19])=[O:21])=[N+:2]=[N-:3]. The yield is 0.710. (5) The yield is 0.640. The catalyst is CN(C=O)C. The product is [CH2:25]([O:32][N:33]1[C:39](=[O:40])[N:38]2[CH2:41][C@H:34]1[CH2:35][CH2:36][C@H:37]2[C:42]([NH:44][NH:45][C:48](=[O:49])[C:47]([NH2:46])=[O:51])=[O:43])[C:26]1[CH:31]=[CH:30][CH:29]=[CH:28][CH:27]=1. The reactants are CN(C(ON1N=NC2C=CC=NC1=2)=[N+](C)C)C.F[P-](F)(F)(F)(F)F.[CH2:25]([O:32][N:33]1[C:39](=[O:40])[N:38]2[CH2:41][C@H:34]1[CH2:35][CH2:36][C@H:37]2[C:42]([NH:44][NH2:45])=[O:43])[C:26]1[CH:31]=[CH:30][CH:29]=[CH:28][CH:27]=1.[NH2:46][C:47](=[O:51])[C:48](O)=[O:49].CCN(C(C)C)C(C)C. (6) The reactants are [C:1]1([S:7]([CH2:10][C:11]([NH:13][NH2:14])=[O:12])(=[O:9])=[O:8])[CH:6]=[CH:5][CH:4]=[CH:3][CH:2]=1.[I:15]C(C1C=CC=CC=1)C(O)=O.ON1[C:31]2[CH:32]=[CH:33][CH:34]=[CH:35][C:30]=2N=N1.CN1CC[O:40][CH2:39][CH2:38]1.CCN=C=NCCCN(C)C.[NH4+].[Cl-]. The catalyst is C1COCC1. The product is [I:15][C:30]1[CH:35]=[CH:34][C:33]([CH2:38][C:39]([NH:14][NH:13][C:11](=[O:12])[CH2:10][S:7]([C:1]2[CH:2]=[CH:3][CH:4]=[CH:5][CH:6]=2)(=[O:8])=[O:9])=[O:40])=[CH:32][CH:31]=1. The yield is 0.930. (7) The product is [ClH:3].[NH2:15][N:6]1[CH:7]=[CH:8][C:4]([Cl:3])=[C:5]1[C:9]([O:11][CH3:12])=[O:10]. The yield is 0.990. The reactants are [H-].[Na+].[Cl:3][C:4]1[CH:8]=[CH:7][NH:6][C:5]=1[C:9]([O:11][CH3:12])=[O:10].Cl.C[N:15](C=O)C. The catalyst is [Li+].[Cl-].O1CCOCC1.CCOCC.